This data is from Reaction yield outcomes from USPTO patents with 853,638 reactions. The task is: Predict the reaction yield, written as a fraction of the theoretical maximum amount of product (1.0 means a 100% yield; for example, 0.34 means a 34% yield). (1) The reactants are [Cl:1][C:2]1[CH:7]=[CH:6][C:5]([CH:8]([OH:29])[C:9]2[CH:10]=[C:11]([B-](F)(F)F)[S:12][C:13]=2[C:14]2[N:18]=[CH:17][N:16](C3CCCCO3)[N:15]=2)=[CH:4][CH:3]=1.[K+].Br[C:32]1[CH:37]=[CH:36][N:35]=[C:34]([C:38]#[N:39])[CH:33]=1.C1(P(C2CCCCC2)C2C=CC=CC=2C2C(OCCC)=CC=CC=2OCCC)CCCCC1.C(=O)([O-])[O-].[Na+].[Na+].C(O)C.O1CCOCC1.C(O)(C)(C)C.Cl. The catalyst is C([O-])(=O)C.[Pd+2].C([O-])(=O)C. The product is [Cl:1][C:2]1[CH:3]=[CH:4][C:5]([CH:8]([OH:29])[C:9]2[CH:10]=[C:11]([C:32]3[CH:37]=[CH:36][N:35]=[C:34]([C:38]#[N:39])[CH:33]=3)[S:12][C:13]=2[C:14]2[NH:18][CH:17]=[N:16][N:15]=2)=[CH:6][CH:7]=1. The yield is 0.114. (2) The reactants are [CH2:1]([O:3][C:4]([C:6]1[CH:7]=[C:8]2[C:13](=[CH:14][CH:15]=1)[NH:12][CH:11]([C:16]1[CH:21]=[C:20]([F:22])[CH:19]=[C:18](Br)[CH:17]=1)[C:10]([CH3:25])([CH3:24])[CH2:9]2)=[O:5])[CH3:2].[Br-].[CH:27]1([Zn+])[CH2:32][CH2:31][CH2:30][CH2:29][CH2:28]1.O1CCCC1.[Cl-].[NH4+]. The catalyst is O1CCOCC1.C1C=CC(P(C2C=CC=CC=2)[C-]2C=CC=C2)=CC=1.C1C=CC(P(C2C=CC=CC=2)[C-]2C=CC=C2)=CC=1.Cl[Pd]Cl.[Fe+2].CN(C=O)C. The yield is 0.510. The product is [CH2:1]([O:3][C:4]([C:6]1[CH:7]=[C:8]2[C:13](=[CH:14][CH:15]=1)[NH:12][CH:11]([C:16]1[CH:21]=[C:20]([F:22])[CH:19]=[C:18]([CH:27]3[CH2:32][CH2:31][CH2:30][CH2:29][CH2:28]3)[CH:17]=1)[C:10]([CH3:25])([CH3:24])[CH2:9]2)=[O:5])[CH3:2].